From a dataset of Reaction yield outcomes from USPTO patents with 853,638 reactions. Predict the reaction yield, written as a fraction of the theoretical maximum amount of product (1.0 means a 100% yield; for example, 0.34 means a 34% yield). (1) The reactants are Cl[CH2:2][C:3]([NH:5][C@@H:6]1[CH2:11][O:10][C:9]2=[N:12][C:13]([N+:15]([O-:17])=[O:16])=[CH:14][N:8]2[CH2:7]1)=[O:4].[F:18][C:19]([F:39])([F:38])[CH2:20][O:21][CH2:22][CH2:23][O:24][C:25]1[CH:37]=[CH:36][C:28]([O:29][CH:30]2[CH2:35][CH2:34][NH:33][CH2:32][CH2:31]2)=[CH:27][CH:26]=1. No catalyst specified. The product is [F:39][C:19]([F:18])([F:38])[CH2:20][O:21][CH2:22][CH2:23][O:24][C:25]1[CH:26]=[CH:27][C:28]([O:29][CH:30]2[CH2:35][CH2:34][N:33]([CH2:2][C:3]([NH:5][C@@H:6]3[CH2:11][O:10][C:9]4=[N:12][C:13]([N+:15]([O-:17])=[O:16])=[CH:14][N:8]4[CH2:7]3)=[O:4])[CH2:32][CH2:31]2)=[CH:36][CH:37]=1. The yield is 0.270. (2) The reactants are O=[C:2]1[NH:7][CH:6]=[N:5][CH:4]=[C:3]1[CH2:8][C:9]([O:11][CH2:12][CH3:13])=[O:10].O=P(Cl)(Cl)[Cl:16]. The catalyst is O. The product is [Cl:16][C:2]1[C:3]([CH2:8][C:9]([O:11][CH2:12][CH3:13])=[O:10])=[CH:4][N:5]=[CH:6][N:7]=1. The yield is 0.930.